This data is from Forward reaction prediction with 1.9M reactions from USPTO patents (1976-2016). The task is: Predict the product of the given reaction. Given the reactants Br[C:2]1[CH:10]=[C:9]2[C:5]([CH:6]=[CH:7][N:8]2[CH:11]([CH3:13])[CH3:12])=[CH:4][CH:3]=1.[Li]C(C)(C)C.[CH3:19][N:20]1[CH2:25][CH2:24][C:23](=[O:26])[CH2:22][CH2:21]1, predict the reaction product. The product is: [OH:26][C:23]1([C:2]2[CH:10]=[C:9]3[C:5]([CH:6]=[CH:7][N:8]3[CH:11]([CH3:13])[CH3:12])=[CH:4][CH:3]=2)[CH2:24][CH2:25][N:20]([CH3:19])[CH2:21][CH2:22]1.